Task: Predict the reactants needed to synthesize the given product.. Dataset: Full USPTO retrosynthesis dataset with 1.9M reactions from patents (1976-2016) Given the product [F:34][CH2:33][CH2:24][N:22]1[CH2:23][C:14]2=[C:13]3[C:18](=[CH:17][CH:16]=[C:15]2[O:19][CH2:20][CH2:21]1)[N:10]([S:7]([C:1]1[CH:2]=[CH:3][CH:4]=[CH:5][CH:6]=1)(=[O:8])=[O:9])[CH:11]=[CH:12]3, predict the reactants needed to synthesize it. The reactants are: [C:1]1([S:7]([N:10]2[C:18]3[C:13](=[C:14]4[CH2:23][N:22]([C:24](OC(C)(C)C)=O)[CH2:21][CH2:20][O:19][C:15]4=[CH:16][CH:17]=3)[CH:12]=[CH:11]2)(=[O:9])=[O:8])[CH:6]=[CH:5][CH:4]=[CH:3][CH:2]=1.C(O)([C:33](F)(F)[F:34])=O.C(N(CC)CC)C.FCCI.